Dataset: Full USPTO retrosynthesis dataset with 1.9M reactions from patents (1976-2016). Task: Predict the reactants needed to synthesize the given product. (1) The reactants are: [CH3:1][C:2]1[CH:30]=[CH:29][CH:28]=[C:27]([CH3:31])[C:3]=1[O:4][C:5]1[CH:6]=[C:7]2[C:12](=[CH:13][C:14]=1[CH3:15])[N:11]=[C:10]([N:16]1[CH:20]=[C:19]([C:21]([O:23]CC)=[O:22])[CH:18]=[N:17]1)[NH:9][C:8]2=O.[NH:32]1[CH2:37][CH2:36][O:35][CH2:34][CH2:33]1. Given the product [CH3:1][C:2]1[CH:30]=[CH:29][CH:28]=[C:27]([CH3:31])[C:3]=1[O:4][C:5]1[CH:6]=[C:7]2[C:12](=[CH:13][C:14]=1[CH3:15])[N:11]=[C:10]([N:16]1[CH:20]=[C:19]([C:21]([OH:23])=[O:22])[CH:18]=[N:17]1)[N:9]=[C:8]2[N:32]1[CH2:37][CH2:36][O:35][CH2:34][CH2:33]1, predict the reactants needed to synthesize it. (2) Given the product [C:1]([O:5][C:6](=[O:25])[NH:7][C:8]1[CH:13]=[C:12]([N:14]([CH2:16][CH:17]([CH3:19])[CH3:18])[CH3:15])[C:11]([C:20]([F:23])([F:22])[F:21])=[CH:10][C:9]=1[NH:24][C:31](=[O:30])[CH2:32][C:33]([C:35]1[CH:40]=[CH:39][CH:38]=[C:37]([C:41]2[O:45][N:44]=[C:43]([CH3:46])[CH:42]=2)[CH:36]=1)=[O:34])([CH3:3])([CH3:4])[CH3:2], predict the reactants needed to synthesize it. The reactants are: [C:1]([O:5][C:6](=[O:25])[NH:7][C:8]1[CH:13]=[C:12]([N:14]([CH2:16][CH:17]([CH3:19])[CH3:18])[CH3:15])[C:11]([C:20]([F:23])([F:22])[F:21])=[CH:10][C:9]=1[NH2:24])([CH3:4])([CH3:3])[CH3:2].C([O:30][C:31](=O)[CH2:32][C:33]([C:35]1[CH:40]=[CH:39][CH:38]=[C:37]([C:41]2[O:45][N:44]=[C:43]([CH3:46])[CH:42]=2)[CH:36]=1)=[O:34])(C)(C)C. (3) Given the product [N+:1]([C:4]1[CH:5]=[C:6]([CH:9]=[CH:10][CH:11]=1)[C:7]([NH2:8])=[S:13])([O-:3])=[O:2], predict the reactants needed to synthesize it. The reactants are: [N+:1]([C:4]1[CH:5]=[C:6]([CH:9]=[CH:10][CH:11]=1)[C:7]#[N:8])([O-:3])=[O:2].P([O-])(OCC)(SCC)=[S:13].Cl.C(=O)([O-])[O-].[Na+].[Na+].